From a dataset of Reaction yield outcomes from USPTO patents with 853,638 reactions. Predict the reaction yield, written as a fraction of the theoretical maximum amount of product (1.0 means a 100% yield; for example, 0.34 means a 34% yield). (1) The reactants are [CH3:1][O:2][C:3]1[CH:12]=[C:11]2[C:6]([CH:7]=[CH:8][C:9](=[O:29])[N:10]2[CH2:13][CH2:14][N:15]2[CH2:20][CH2:19][CH:18]([NH:21]C(=O)OC(C)(C)C)[CH2:17][CH2:16]2)=[CH:5][CH:4]=1.Cl. The catalyst is O1CCOCC1. The product is [NH2:21][CH:18]1[CH2:19][CH2:20][N:15]([CH2:14][CH2:13][N:10]2[C:11]3[C:6](=[CH:5][CH:4]=[C:3]([O:2][CH3:1])[CH:12]=3)[CH:7]=[CH:8][C:9]2=[O:29])[CH2:16][CH2:17]1. The yield is 1.00. (2) The catalyst is CN(C=O)C.[Li+].[OH-]. The product is [CH2:78]([O:79][CH2:28][C:27]([NH:26][C:25]1[C:18]2[C:19](=[N:20][CH:21]=[CH:22][C:17]=2[N:14]2[CH2:13][CH2:12][N:11]([CH2:9][C:8]3[CH:63]=[CH:62][CH:66]=[CH:65][CH:32]=3)[CH2:16][CH2:15]2)[NH:23][CH:24]=1)=[O:31])[C:38]1[CH:39]=[CH:40][CH:41]=[CH:42][CH:43]=1. The yield is 0.494. The reactants are ClC1C=CC([C@@H:8]([CH2:32]NC(C)C)[C:9]([N:11]2[CH2:16][CH2:15][N:14]([C:17]3[CH:22]=[CH:21][N:20]=[C:19]4[NH:23][CH:24]=[C:25]([NH:26][C:27](=[O:31])[CH2:28]CC)[C:18]=34)[CH2:13][CH2:12]2)=O)=CC=1.C(OCC(O)=O)[C:38]1[CH:43]=[CH:42][CH:41]=[CH:40][CH:39]=1.O=C1N([ClH]P([ClH]N2[CH2:63][CH2:62]OC2=O)=O)CCO1.[CH2:65](N(CC)CC)[CH3:66].C([O-])([O-])=O.[Na+].[Na+].[CH3:78][OH:79]. (3) The reactants are [Si]([O:8][CH2:9][C@@H:10]([CH3:25])[CH2:11][N:12]1[C:17]2[CH:18]=[C:19]([O:22][CH3:23])[CH:20]=[CH:21][C:16]=2[O:15][CH2:14][C:13]1=[O:24])(C(C)(C)C)(C)C.O.[F-].C([N+](CCCC)(CCCC)CCCC)CCC. The catalyst is CCCCCCC.CCOC(C)=O. The product is [OH:8][CH2:9][C@@H:10]([CH3:25])[CH2:11][N:12]1[C:17]2[CH:18]=[C:19]([O:22][CH3:23])[CH:20]=[CH:21][C:16]=2[O:15][CH2:14][C:13]1=[O:24]. The yield is 1.00.